Dataset: Reaction yield outcomes from USPTO patents with 853,638 reactions. Task: Predict the reaction yield, written as a fraction of the theoretical maximum amount of product (1.0 means a 100% yield; for example, 0.34 means a 34% yield). The reactants are [CH3:1][S:2]([OH:5])(=[O:4])=[O:3].[N:6]1[C:7]([CH2:15][O:16][C:17]2[CH:22]=[CH:21][C:20]([C:23]3[C:27](=[O:28])[C:26]([CH3:30])([CH3:29])[O:25][C:24]=3[C:31]3[CH:38]=[CH:37][C:34]([C:35]#[N:36])=[CH:33][CH:32]=3)=[CH:19][CH:18]=2)=[CH:8][N:9]2[CH:14]=[CH:13][CH:12]=[CH:11][C:10]=12. The product is [CH3:1][S:2]([OH:5])(=[O:4])=[O:3].[N:6]1[C:7]([CH2:15][O:16][C:17]2[CH:18]=[CH:19][C:20]([C:23]3[C:27](=[O:28])[C:26]([CH3:30])([CH3:29])[O:25][C:24]=3[C:31]3[CH:32]=[CH:33][C:34]([C:35]#[N:36])=[CH:37][CH:38]=3)=[CH:21][CH:22]=2)=[CH:8][N:9]2[CH:14]=[CH:13][CH:12]=[CH:11][C:10]=12. The catalyst is C(Cl)Cl.C(OCC)C. The yield is 0.640.